Regression. Given a peptide amino acid sequence and an MHC pseudo amino acid sequence, predict their binding affinity value. This is MHC class II binding data. From a dataset of Peptide-MHC class II binding affinity with 134,281 pairs from IEDB. (1) The peptide sequence is GKARTAWVDSGAQLG. The MHC is DRB1_1001 with pseudo-sequence DRB1_1001. The binding affinity (normalized) is 0.312. (2) The peptide sequence is REYPTIKQKKPDFIL. The MHC is DRB4_0103 with pseudo-sequence DRB4_0103. The binding affinity (normalized) is 0.609.